From a dataset of Full USPTO retrosynthesis dataset with 1.9M reactions from patents (1976-2016). Predict the reactants needed to synthesize the given product. (1) Given the product [CH3:10][C:9]([CH3:12])([CH3:11])[C:8]([C:5]1[CH:6]=[CH:7][C:2]([C:19]2[N:15]([CH3:14])[C:16]([C:20]#[N:21])=[CH:17][CH:18]=2)=[CH:3][CH:4]=1)=[O:13], predict the reactants needed to synthesize it. The reactants are: Br[C:2]1[CH:7]=[CH:6][C:5]([C:8](=[O:13])[C:9]([CH3:12])([CH3:11])[CH3:10])=[CH:4][CH:3]=1.[CH3:14][N:15]1[CH:19]=[CH:18][CH:17]=[C:16]1[C:20]#[N:21]. (2) Given the product [CH3:13][O:14][C:15](=[O:20])[CH:16]([CH3:19])[CH2:17][NH:18][C:2]1[C:7]([N+:8]([O-:10])=[O:9])=[CH:6][CH:5]=[C:4]([O:11][CH3:12])[N:3]=1, predict the reactants needed to synthesize it. The reactants are: Cl[C:2]1[C:7]([N+:8]([O-:10])=[O:9])=[CH:6][CH:5]=[C:4]([O:11][CH3:12])[N:3]=1.[CH3:13][O:14][C:15](=[O:20])[CH:16]([CH3:19])[CH2:17][NH2:18].C(=O)([O-])[O-].[K+].[K+]. (3) Given the product [F:4][C:2]([C:5]1[CH:10]=[C:9]([NH2:11])[CH:8]=[CH:7][C:6]=1[F:14])([F:1])[CH3:3], predict the reactants needed to synthesize it. The reactants are: [F:1][C:2]([C:5]1[CH:10]=[C:9]([N+:11]([O-])=O)[CH:8]=[CH:7][C:6]=1[F:14])([F:4])[CH3:3]. (4) The reactants are: [Cl:1][C:2]1[C:3]([CH2:20][C:21](OC2C=CC=CC=2)=[O:22])=[N+:4]([O-:19])[C:5]([NH:8][CH2:9][C:10]([F:18])([F:17])[C:11]2[CH:16]=[CH:15][CH:14]=[CH:13][CH:12]=2)=[CH:6][CH:7]=1.Cl.Cl.[C:32]([NH:35][O:36][CH2:37][CH2:38][NH2:39])(=N)[NH2:33].CC[N:42](C(C)C)C(C)C.N. Given the product [Cl:1][C:2]1[C:3]([CH2:20][C:21]([NH:39][CH2:38][CH2:37][O:36][NH:35][CH:32]=[N:33][NH2:42])=[O:22])=[N+:4]([O-:19])[C:5]([NH:8][CH2:9][C:10]([F:17])([F:18])[C:11]2[CH:12]=[CH:13][CH:14]=[CH:15][CH:16]=2)=[CH:6][CH:7]=1, predict the reactants needed to synthesize it.